Predict the reaction yield, written as a fraction of the theoretical maximum amount of product (1.0 means a 100% yield; for example, 0.34 means a 34% yield). From a dataset of Reaction yield outcomes from USPTO patents with 853,638 reactions. (1) The reactants are [CH:1]1([CH2:4][CH2:5][NH:6][C:7]([C:9]2[N:10]=[N:11][C:12]([N:15]3[CH2:20][CH:19]([CH3:21])[NH:18][CH:17]([CH3:22])[CH2:16]3)=[CH:13][CH:14]=2)=[O:8])[CH2:3][CH2:2]1.C(N(C(C)C)CC)(C)C.[F:32][C:33]([F:44])([F:43])[C:34]1[CH:42]=[CH:41][CH:40]=[CH:39][C:35]=1[C:36](Cl)=[O:37].O. The catalyst is ClCCl. The product is [CH:1]1([CH2:4][CH2:5][NH:6][C:7]([C:9]2[N:10]=[N:11][C:12]([N:15]3[CH2:20][CH:19]([CH3:21])[N:18]([C:36](=[O:37])[C:35]4[CH:39]=[CH:40][CH:41]=[CH:42][C:34]=4[C:33]([F:32])([F:43])[F:44])[CH:17]([CH3:22])[CH2:16]3)=[CH:13][CH:14]=2)=[O:8])[CH2:3][CH2:2]1. The yield is 0.280. (2) The reactants are [CH:1]1([CH:7]=[O:8])[CH2:6][CH2:5][CH2:4][CH2:3][CH2:2]1.[CH:9]([Mg]Br)=[CH2:10].[Cl-].[NH4+]. The catalyst is O1CCCC1.O. The product is [CH:1]1([CH:7]([OH:8])[CH:9]=[CH2:10])[CH2:6][CH2:5][CH2:4][CH2:3][CH2:2]1. The yield is 0.380. (3) The reactants are [O:1]1[CH2:6][CH2:5][N:4]([C:7]2[CH:12]=[CH:11][CH:10]=[CH:9][C:8]=2[OH:13])[CH2:3][CH2:2]1.Br[CH2:15][C:16]([O:18][CH2:19][CH3:20])=[O:17].C([O-])([O-])=O.[K+].[K+]. The catalyst is CC#N. The product is [O:1]1[CH2:2][CH2:3][N:4]([C:7]2[CH:12]=[CH:11][CH:10]=[CH:9][C:8]=2[O:13][CH2:15][C:16]([O:18][CH2:19][CH3:20])=[O:17])[CH2:5][CH2:6]1. The yield is 0.900. (4) The catalyst is COCCOC.O.[Pd].C1(P(C2C=CC=CC=2)C2C=CC=CC=2)C=CC=CC=1.C1(P(C2C=CC=CC=2)C2C=CC=CC=2)C=CC=CC=1.C1(P(C2C=CC=CC=2)C2C=CC=CC=2)C=CC=CC=1.C1(P(C2C=CC=CC=2)C2C=CC=CC=2)C=CC=CC=1. The product is [O:32]1[C:41]2[C:36](=[CH:37][C:38]([C:2]3[C:7]([CH:8]([CH2:13][CH2:14][CH3:15])[C:9]([O:11][CH3:12])=[O:10])=[C:6]([CH3:16])[N:5]=[C:4]([C:17]4[CH:22]=[CH:21][CH:20]=[CH:19][CH:18]=4)[N:3]=3)=[CH:39][CH:40]=2)[CH2:35][CH2:34][CH2:33]1. The reactants are Cl[C:2]1[C:7]([CH:8]([CH2:13][CH2:14][CH3:15])[C:9]([O:11][CH3:12])=[O:10])=[C:6]([CH3:16])[N:5]=[C:4]([C:17]2[CH:22]=[CH:21][CH:20]=[CH:19][CH:18]=2)[N:3]=1.C(N(CC)C(C)C)(C)C.[O:32]1[C:41]2[C:36](=[CH:37][C:38](B3OC(C)(C)C(C)(C)O3)=[CH:39][CH:40]=2)[CH2:35][CH2:34][CH2:33]1. The yield is 0.860.